Dataset: Catalyst prediction with 721,799 reactions and 888 catalyst types from USPTO. Task: Predict which catalyst facilitates the given reaction. (1) Reactant: C1(C2C3C(=CC=CC=3)C=CC=2)C2C(=CC=CC=2)C=CC=1.O1CCN=C1.[CH3:26][C:27](=[C:36]([CH3:38])[CH3:37])[CH2:28][C:29]1[CH:34]=[CH:33][CH:32]=[CH:31][C:30]=1[OH:35].C1(=O)C=CC(=O)C=C1. Product: [C:36]([C@:27]1([CH3:26])[CH2:28][C:29]2[CH:34]=[CH:33][CH:32]=[CH:31][C:30]=2[O:35]1)([CH3:38])=[CH2:37]. The catalyst class is: 43. (2) Reactant: [NH2:1][CH2:2][C@H:3]([NH:10][CH:11]1[CH2:16][CH2:15][N:14]([CH:17]([CH3:32])[CH2:18][CH2:19][NH:20][C:21](=[O:31])[C:22]2[C:27]([CH3:28])=[CH:26][C:25]([Cl:29])=[N:24][C:23]=2[CH3:30])[CH2:13][CH2:12]1)[C:4]1[CH:9]=[CH:8][CH:7]=[CH:6][CH:5]=1.[CH3:33][N:34]1[CH:38]=[CH:37][CH:36]=[C:35]1[CH:39]=O.[BH4-].[Na+].[NH4+].[Cl-]. Product: [Cl:29][C:25]1[CH:26]=[C:27]([CH3:28])[C:22]([C:21]([NH:20][CH2:19][CH2:18][CH:17]([N:14]2[CH2:15][CH2:16][CH:11]([NH:10][C@H:3]([C:4]3[CH:5]=[CH:6][CH:7]=[CH:8][CH:9]=3)[CH2:2][NH:1][CH2:39][C:35]3[N:34]([CH3:33])[CH:38]=[CH:37][CH:36]=3)[CH2:12][CH2:13]2)[CH3:32])=[O:31])=[C:23]([CH3:30])[N:24]=1. The catalyst class is: 5. (3) Reactant: [CH2:1]([N:5]1[C:10]2[CH:11]=[C:12]([C:19]([N:21]([CH:35]([CH3:37])[CH3:36])[C@@H:22]3[CH2:27][CH2:26][CH2:25][N:24]([C:28]([O:30][C:31]([CH3:34])([CH3:33])[CH3:32])=[O:29])[CH2:23]3)=[O:20])[C:13]([C:15]([F:18])([F:17])[F:16])=[CH:14][C:9]=2[O:8][C:7]([CH3:39])([CH3:38])[C:6]1=[O:40])[CH2:2][CH:3]=[CH2:4].ClC1C=CC=C(C(OO)=[O:49])C=1.O. Product: [CH3:39][C:7]1([CH3:38])[C:6](=[O:40])[N:5]([CH2:1][CH2:2][CH:3]2[CH2:4][O:49]2)[C:10]2[CH:11]=[C:12]([C:19]([N:21]([CH:35]([CH3:36])[CH3:37])[C@@H:22]3[CH2:27][CH2:26][CH2:25][N:24]([C:28]([O:30][C:31]([CH3:32])([CH3:34])[CH3:33])=[O:29])[CH2:23]3)=[O:20])[C:13]([C:15]([F:17])([F:16])[F:18])=[CH:14][C:9]=2[O:8]1. The catalyst class is: 4. (4) Reactant: C([O:3][C:4]([C@@:6]1([NH:11][C:12]([C@@H:14]2[CH2:18][C@@H:17]([O:19][C:20]3[C:29]4[C:24](=[CH:25][C:26]([O:30][CH3:31])=[CH:27][CH:28]=4)[N:23]=[C:22]([C:32]4[CH:37]=[CH:36][CH:35]=[CH:34][CH:33]=4)[CH:21]=3)[CH2:16][N:15]2[C:38](=[O:51])[NH:39][CH2:40][CH2:41][O:42][C:43]2[CH:48]=[CH:47][CH:46]=[CH:45][C:44]=2[O:49][CH3:50])=[O:13])[CH2:8][C@H:7]1[CH:9]=[CH2:10])=[O:5])C.[Li+].[OH-].CC(O)=O.C1(C)C=CC=CC=1. Product: [CH3:50][O:49][C:44]1[CH:45]=[CH:46][CH:47]=[CH:48][C:43]=1[O:42][CH2:41][CH2:40][NH:39][C:38]([N:15]1[CH2:16][C@H:17]([O:19][C:20]2[C:29]3[C:24](=[CH:25][C:26]([O:30][CH3:31])=[CH:27][CH:28]=3)[N:23]=[C:22]([C:32]3[CH:37]=[CH:36][CH:35]=[CH:34][CH:33]=3)[CH:21]=2)[CH2:18][C@H:14]1[C:12]([NH:11][C@:6]1([C:4]([OH:5])=[O:3])[CH2:8][C@H:7]1[CH:9]=[CH2:10])=[O:13])=[O:51]. The catalyst class is: 36. (5) The catalyst class is: 11. Product: [CH:24]1([CH:17]([C:13]2[CH:14]=[CH:15][CH:16]=[C:11]([CH2:10][O:9][C:7]3[CH:6]=[CH:5][C:4]([C:27]4[CH:32]=[C:31]([O:33][CH3:34])[CH:30]=[CH:29][C:28]=4[F:35])=[C:3]([CH2:2][C:36]4([CH3:41])[CH2:40][CH2:39][CH2:38][CH2:37]4)[CH:8]=3)[CH:12]=2)[CH2:18][C:19]([O:21][CH2:22][CH3:23])=[O:20])[CH2:25][CH2:26]1. Reactant: Cl[CH:2]([C:36]1([CH3:41])[CH2:40][CH2:39][CH2:38][CH2:37]1)[C:3]1[CH:8]=[C:7]([O:9][CH2:10][C:11]2[CH:12]=[C:13]([CH:17]([CH:24]3[CH2:26][CH2:25]3)[CH2:18][C:19]([O:21][CH2:22][CH3:23])=[O:20])[CH:14]=[CH:15][CH:16]=2)[CH:6]=[CH:5][C:4]=1[C:27]1[CH:32]=[C:31]([O:33][CH3:34])[CH:30]=[CH:29][C:28]=1[F:35].C([SnH](CCCC)CCCC)CCC. (6) Reactant: [F:1][C:2]1[CH:7]=[CH:6][C:5]([C:8]2[N:9]=[C:10]3[N:14]([CH:15]=2)[C:13]([CH3:16])=[C:12]([C:17]([NH2:19])=O)[S:11]3)=[CH:4][CH:3]=1.C(N(CC)CC)C.FC(F)(F)S(OS(C(F)(F)F)(=O)=O)(=O)=O. Product: [F:1][C:2]1[CH:3]=[CH:4][C:5]([C:8]2[N:9]=[C:10]3[N:14]([CH:15]=2)[C:13]([CH3:16])=[C:12]([C:17]#[N:19])[S:11]3)=[CH:6][CH:7]=1. The catalyst class is: 4. (7) Reactant: F[C:2]1[CH:9]=[CH:8][CH:7]=[CH:6][C:3]=1[C:4]#[N:5].[CH3:10][NH:11][S:12]([CH3:15])(=[O:14])=[O:13].C(=O)([O-])[O-].[K+].[K+].CN(C)C=O. Product: [C:4]([C:3]1[CH:6]=[CH:7][CH:8]=[CH:9][C:2]=1[N:11]([CH3:10])[S:12]([CH3:15])(=[O:14])=[O:13])#[N:5]. The catalyst class is: 6.